Dataset: Experimentally validated miRNA-target interactions with 360,000+ pairs, plus equal number of negative samples. Task: Binary Classification. Given a miRNA mature sequence and a target amino acid sequence, predict their likelihood of interaction. The protein sequence of the target gene is MAAGVDFGDLELFEAFDPPEESTPKPVHTRFKDDEEEEDDDDDENGVGDAELQEQLRRCEATIEQLRAENQELKRKLNILTRPSGILVSNTKIDGPLLQILFMNNAISKQYHQEIEEFVSNLVKRFEEQQKNDVEKTSFSLLPQPSSVMLEEDHKVEESCAVKNNKEAFSVVGSVLYFTNFCLDKLGQPLLNENPQLTEGWEIPKYQQVFSHIVPLEGQEMQVKAKRPKPHCFNCGSEEHQMKECPMPRNAARISEKRKEYMDACGEASGQSFQQRYHAEEVEERFGRFKPGVISEELQD.... The miRNA is hsa-miR-4676-5p with sequence GAGCCAGUGGUGAGACAGUGA. Result: 0 (no interaction).